This data is from Catalyst prediction with 721,799 reactions and 888 catalyst types from USPTO. The task is: Predict which catalyst facilitates the given reaction. Reactant: Cl[C:2]1[N:7]=[N:6][C:5]([C:8]([NH:10][CH2:11][CH2:12][CH:13]([CH3:15])[CH3:14])=[O:9])=[CH:4][CH:3]=1.[C:16]1([CH2:22][CH2:23][CH:24]2[CH2:28][CH2:27][NH:26][CH2:25]2)[CH:21]=[CH:20][CH:19]=[CH:18][CH:17]=1.CCN(CC)CC. Product: [CH3:14][CH:13]([CH3:15])[CH2:12][CH2:11][NH:10][C:8]([C:5]1[N:6]=[N:7][C:2]([N:26]2[CH2:27][CH2:28][CH:24]([CH2:23][CH2:22][C:16]3[CH:21]=[CH:20][CH:19]=[CH:18][CH:17]=3)[CH2:25]2)=[CH:3][CH:4]=1)=[O:9]. The catalyst class is: 60.